Predict the reaction yield, written as a fraction of the theoretical maximum amount of product (1.0 means a 100% yield; for example, 0.34 means a 34% yield). From a dataset of Reaction yield outcomes from USPTO patents with 853,638 reactions. The reactants are [Cl:1][C:2]1[CH:7]=[CH:6][CH:5]=[CH:4][C:3]=1[CH:8]=[CH:9][CH2:10][N:11]([CH2:22][C:23]#[C:24][C:25](=[O:27])[CH3:26])[S:12]([C:15]1[CH:20]=[CH:19][C:18]([CH3:21])=[CH:17][CH:16]=1)(=[O:14])=[O:13]. The catalyst is ClC1C=CC=CC=1Cl. The product is [Cl:1][C:2]1[C:3]2=[CH:8][C:9]3[CH2:10][N:11]([S:12]([C:15]4[CH:16]=[CH:17][C:18]([CH3:21])=[CH:19][CH:20]=4)(=[O:13])=[O:14])[CH2:22][C:23]=3[C:24]([C:25](=[O:27])[CH3:26])=[C:4]2[CH:5]=[CH:6][CH:7]=1. The yield is 0.310.